The task is: Predict which catalyst facilitates the given reaction.. This data is from Catalyst prediction with 721,799 reactions and 888 catalyst types from USPTO. (1) Reactant: F[C:2]1[CH:9]=[C:8]([C:10]2[N:14]3[N:15]=[C:16]([C:24]4[CH:29]=[CH:28][CH:27]=[CH:26][CH:25]=4)[CH:17]=[C:18]([NH:19][CH2:20][CH:21]([CH3:23])[CH3:22])[C:13]3=[N:12][CH:11]=2)[CH:7]=[CH:6][C:3]=1[C:4]#[N:5].O.[NH2:31][NH2:32]. Product: [NH2:5][C:4]1[C:3]2[C:2](=[CH:9][C:8]([C:10]3[N:14]4[N:15]=[C:16]([C:24]5[CH:29]=[CH:28][CH:27]=[CH:26][CH:25]=5)[CH:17]=[C:18]([NH:19][CH2:20][CH:21]([CH3:23])[CH3:22])[C:13]4=[N:12][CH:11]=3)=[CH:7][CH:6]=2)[NH:32][N:31]=1. The catalyst class is: 51. (2) Reactant: CC1C=CC(S(O[CH2:12][CH2:13][CH:14]([NH:20][C:21]([O:23][C:24]([CH3:27])([CH3:26])[CH3:25])=[O:22])[C:15]2[CH:19]=[CH:18][S:17][CH:16]=2)(=O)=O)=CC=1.[C-]#[N:29].[Na+].[Na+].[Cl-]. Product: [C:12]([CH2:13][CH:14]([NH:20][C:21](=[O:22])[O:23][C:24]([CH3:27])([CH3:26])[CH3:25])[C:15]1[CH:19]=[CH:18][S:17][CH:16]=1)#[N:29]. The catalyst class is: 16.